Predict which catalyst facilitates the given reaction. From a dataset of Catalyst prediction with 721,799 reactions and 888 catalyst types from USPTO. Reactant: C(N(CC)CC)C.[NH2:8][CH2:9][CH:10]([C:12]1[CH:17]=[CH:16][CH:15]=[C:14]([O:18][CH3:19])[CH:13]=1)[OH:11].[C:20](Cl)(=[O:23])[CH2:21][CH3:22]. Product: [OH:11][CH:10]([C:12]1[CH:17]=[CH:16][CH:15]=[C:14]([O:18][CH3:19])[CH:13]=1)[CH2:9][NH:8][C:20](=[O:23])[CH2:21][CH3:22]. The catalyst class is: 4.